Dataset: Peptide-MHC class I binding affinity with 185,985 pairs from IEDB/IMGT. Task: Regression. Given a peptide amino acid sequence and an MHC pseudo amino acid sequence, predict their binding affinity value. This is MHC class I binding data. The peptide sequence is KQIVQRHLV. The MHC is Mamu-B03 with pseudo-sequence Mamu-B03. The binding affinity (normalized) is 0.500.